Dataset: Forward reaction prediction with 1.9M reactions from USPTO patents (1976-2016). Task: Predict the product of the given reaction. (1) Given the reactants [ClH:1].C[O:3][C:4]1[CH:9]=[CH:8][C:7]([S:10]([C:13]2[CH:14]=[C:15]3[C:19](=[CH:20][CH:21]=2)[N:18]([CH3:22])[C:17]2[CH2:23][CH:24]4[NH:28][CH:27]([C:16]3=2)[CH2:26][CH2:25]4)(=[O:12])=[O:11])=[CH:6][CH:5]=1.Br, predict the reaction product. The product is: [ClH:1].[OH:3][C:4]1[CH:5]=[CH:6][C:7]([S:10]([C:13]2[CH:14]=[C:15]3[C:19](=[CH:20][CH:21]=2)[N:18]([CH3:22])[C:17]2[CH2:23][CH:24]4[NH:28][CH:27]([C:16]3=2)[CH2:26][CH2:25]4)(=[O:12])=[O:11])=[CH:8][CH:9]=1. (2) Given the reactants N#N.[C:3]([O:7][C:8]([NH:10][C@H:11]([CH2:15][C:16]1[CH:21]=[CH:20][C:19]([CH3:22])=[CH:18][CH:17]=1)[C:12]([OH:14])=[O:13])=[O:9])([CH3:6])([CH3:5])[CH3:4].O, predict the reaction product. The product is: [C:3]([O:7][C:8]([NH:10][C@H:11]([CH2:15][C:16]1[CH:17]=[CH:18][C:19]([CH3:22])=[CH:20][CH:21]=1)[C:12]([O:14][C:3]([CH3:6])([CH3:5])[CH3:4])=[O:13])=[O:9])([CH3:6])([CH3:5])[CH3:4].